From a dataset of Forward reaction prediction with 1.9M reactions from USPTO patents (1976-2016). Predict the product of the given reaction. Given the reactants [Br:1][C:2]1[CH:7]=[CH:6][C:5]([O:8][C:9]2[CH:14]=[CH:13][CH:12]=[CH:11][CH:10]=2)=[CH:4][C:3]=1[OH:15].[C:16]([O-])([O-])=O.[K+].[K+].IC, predict the reaction product. The product is: [CH3:16][O:15][C:3]1[CH:4]=[C:5]([O:8][C:9]2[CH:14]=[CH:13][CH:12]=[CH:11][CH:10]=2)[CH:6]=[CH:7][C:2]=1[Br:1].